This data is from Reaction yield outcomes from USPTO patents with 853,638 reactions. The task is: Predict the reaction yield, written as a fraction of the theoretical maximum amount of product (1.0 means a 100% yield; for example, 0.34 means a 34% yield). (1) The reactants are [N:1]1([CH2:7][CH2:8][CH2:9][CH2:10][O:11][C:12]2[CH:17]=[CH:16][C:15]([NH2:18])=[CH:14][CH:13]=2)[CH2:6][CH2:5][CH2:4][CH2:3][CH2:2]1.[CH3:19][C:20]1[CH:28]=[CH:27][CH:26]=[C:25]2[C:21]=1[C:22](=[CH:30]O)[C:23](=[O:29])[NH:24]2. No catalyst specified. The product is [CH3:19][C:20]1[CH:28]=[CH:27][CH:26]=[C:25]2[C:21]=1[C:22](=[CH:30][NH:18][C:15]1[CH:14]=[CH:13][C:12]([O:11][CH2:10][CH2:9][CH2:8][CH2:7][N:1]3[CH2:2][CH2:3][CH2:4][CH2:5][CH2:6]3)=[CH:17][CH:16]=1)[C:23](=[O:29])[NH:24]2. The yield is 0.530. (2) The reactants are [NH2:1][C:2]1[CH:3]=[C:4]([CH2:8][C:9]([OH:11])=[O:10])[CH:5]=[CH:6][CH:7]=1.Cl.[C:13]([O-])(O)=O.[Na+]. The catalyst is CO. The product is [CH3:13][O:10][C:9](=[O:11])[CH2:8][C:4]1[CH:5]=[CH:6][CH:7]=[C:2]([NH2:1])[CH:3]=1. The yield is 0.790. (3) The reactants are Cl[C:2]1[CH:7]=[C:6]([C:8]([F:11])([F:10])[F:9])[N:5]=[C:4]([C:12]2[CH:17]=[CH:16][CH:15]=[CH:14][N:13]=2)[N:3]=1.[CH3:18][NH:19][C:20]1[CH:25]=[CH:24][CH:23]=[C:22]([O:26][CH3:27])[CH:21]=1. No catalyst specified. The product is [CH3:18][N:19]([C:2]1[CH:7]=[C:6]([C:8]([F:11])([F:10])[F:9])[N:5]=[C:4]([C:12]2[CH:17]=[CH:16][CH:15]=[CH:14][N:13]=2)[N:3]=1)[C:20]1[CH:25]=[CH:24][CH:23]=[C:22]([O:26][CH3:27])[CH:21]=1. The yield is 1.00. (4) The reactants are [Cl:1][CH2:2][CH2:3][N:4]1[C:13](=[O:14])[C:12]2[C:7](=[CH:8][CH:9]=[CH:10][CH:11]=2)[N:6]=[CH:5]1.[F:15][C:16]([F:30])([F:29])[C:17]1[CH:18]=[C:19]([N:23]2[CH2:28][CH2:27][NH:26][CH2:25][CH2:24]2)[CH:20]=[CH:21][CH:22]=1.C(=O)([O-])[O-].[Na+].[Na+].[I-].[Na+].Cl. The catalyst is C(O)(C)C.C1(C)C=CC=CC=1.C(O)C. The product is [ClH:1].[F:30][C:16]([F:15])([F:29])[C:17]1[CH:18]=[C:19]([N:23]2[CH2:28][CH2:27][N:26]([CH2:2][CH2:3][N:4]3[C:13](=[O:14])[C:12]4[C:7](=[CH:8][CH:9]=[CH:10][CH:11]=4)[N:6]=[CH:5]3)[CH2:25][CH2:24]2)[CH:20]=[CH:21][CH:22]=1. The yield is 0.690. (5) The reactants are [Cl:1][C:2]1[N:10]=[C:9]2[C:5]([N:6]=[C:7]([CH:12]=O)[N:8]2[CH3:11])=[C:4]([N:14]2[CH2:19][CH2:18][O:17][CH2:16][CH2:15]2)[N:3]=1.[O:20]1[CH2:25][CH2:24][CH:23]([N:26]2[CH2:31][CH2:30][NH:29][CH2:28][CH2:27]2)[CH2:22][CH2:21]1.C(O[BH-](OC(=O)C)OC(=O)C)(=O)C.[Na+]. The catalyst is ClCCCl. The product is [Cl:1][C:2]1[N:10]=[C:9]2[C:5]([N:6]=[C:7]([CH2:12][N:29]3[CH2:28][CH2:27][N:26]([CH:23]4[CH2:24][CH2:25][O:20][CH2:21][CH2:22]4)[CH2:31][CH2:30]3)[N:8]2[CH3:11])=[C:4]([N:14]2[CH2:19][CH2:18][O:17][CH2:16][CH2:15]2)[N:3]=1. The yield is 0.980.